From a dataset of Catalyst prediction with 721,799 reactions and 888 catalyst types from USPTO. Predict which catalyst facilitates the given reaction. (1) Reactant: [N-:1]=[N+:2]=[N-:3].[Na+].CC1C=CC(S(O[CH2:16][CH2:17][C:18]#[C:19][Si:20]([CH2:25][CH3:26])([CH2:23][CH3:24])[CH2:21][CH3:22])(=O)=O)=CC=1. Product: [N:1]([CH2:16][CH2:17][C:18]#[C:19][Si:20]([CH2:25][CH3:26])([CH2:21][CH3:22])[CH2:23][CH3:24])=[N+:2]=[N-:3]. The catalyst class is: 3. (2) Reactant: [Cl-].[CH3:2][N+:3]([CH2:23][C:24]1[CH:29]=[CH:28][C:27]([CH:30]=[CH2:31])=[CH:26][CH:25]=1)([CH3:22])[CH2:4][CH2:5][CH2:6][CH2:7][CH2:8][CH2:9][CH2:10][CH2:11][CH2:12][CH2:13][CH2:14][CH2:15][CH2:16][CH2:17][CH2:18][CH2:19][CH2:20][CH3:21].[C:32]1([B-:38]([C:51]2[CH:56]=[CH:55][CH:54]=[CH:53][CH:52]=2)([C:45]2[CH:50]=[CH:49][CH:48]=[CH:47][CH:46]=2)[C:39]2[CH:44]=[CH:43][CH:42]=[CH:41][CH:40]=2)[CH:37]=[CH:36][CH:35]=[CH:34][CH:33]=1.[Na+]. Product: [C:51]1([B-:38]([C:32]2[CH:33]=[CH:34][CH:35]=[CH:36][CH:37]=2)([C:39]2[CH:40]=[CH:41][CH:42]=[CH:43][CH:44]=2)[C:45]2[CH:50]=[CH:49][CH:48]=[CH:47][CH:46]=2)[CH:52]=[CH:53][CH:54]=[CH:55][CH:56]=1.[CH3:22][N+:3]([CH2:23][C:24]1[CH:25]=[CH:26][C:27]([CH:30]=[CH2:31])=[CH:28][CH:29]=1)([CH3:2])[CH2:4][CH2:5][CH2:6][CH2:7][CH2:8][CH2:9][CH2:10][CH2:11][CH2:12][CH2:13][CH2:14][CH2:15][CH2:16][CH2:17][CH2:18][CH2:19][CH2:20][CH3:21]. The catalyst class is: 6. (3) Reactant: [CH3:1][C:2]1[O:3][C:4](=[O:8])[O:5][C:6]=1[CH3:7].C1C(=O)N([Br:16])C(=O)C1. Product: [Br:16][CH2:1][C:2]1[O:3][C:4](=[O:8])[O:5][C:6]=1[CH3:7]. The catalyst class is: 340. (4) Reactant: [CH3:1][O:2][C:3]1[C:17]2[C:12](=[CH:13][CH:14]=[CH:15][CH:16]=2)[NH:11][C:10]2[C:5](=[CH:6][CH:7]=[CH:8][CH:9]=2)[CH:4]=1.C(=O)(OC(Cl)(Cl)Cl)[O:19][C:20](Cl)(Cl)[Cl:21].O. Product: [CH3:1][O:2][C:3]1[C:17]2[CH:16]=[CH:15][CH:14]=[CH:13][C:12]=2[N:11]([C:20]([Cl:21])=[O:19])[C:10]2[CH:9]=[CH:8][CH:7]=[CH:6][C:5]=2[CH:4]=1. The catalyst class is: 22.